This data is from Reaction yield outcomes from USPTO patents with 853,638 reactions. The task is: Predict the reaction yield, written as a fraction of the theoretical maximum amount of product (1.0 means a 100% yield; for example, 0.34 means a 34% yield). (1) The reactants are Cl.Cl.[NH2:3][C:4]1[NH:5][C:6]2[NH:7][CH2:8][CH:9]([CH:15]([OH:19])[CH:16]([OH:18])[CH3:17])[NH:10][C:11]=2[C:12](=[O:14])[N:13]=1.Cl[C:21]([O:23][CH2:24][C:25]1[CH:30]=[CH:29][CH:28]=[CH:27][CH:26]=1)=[O:22]. The catalyst is N1C=CC=CC=1. The product is [CH2:24]([O:23][C:21]([N:10]1[CH:9]([CH:15]([OH:19])[CH:16]([OH:18])[CH3:17])[CH2:8][NH:7][C:6]2[NH:5][C:4]([NH2:3])=[N:13][C:12](=[O:14])[C:11]1=2)=[O:22])[C:25]1[CH:30]=[CH:29][CH:28]=[CH:27][CH:26]=1. The yield is 0.480. (2) The reactants are Br[C:2]1[CH:7]=[C:6]([F:8])[C:5]([Br:9])=[CH:4][C:3]=1[F:10].CN(C)[CH:13]=[O:14].[NH4+].[Cl-]. The catalyst is O1CCCC1. The product is [Br:9][C:5]1[C:6]([F:8])=[CH:7][C:2]([CH:13]=[O:14])=[C:3]([F:10])[CH:4]=1. The yield is 0.740. (3) The reactants are [Br:1][C:2]1[CH:3]=[C:4]([C:19](=O)[CH:20]=[CH2:21])[CH:5]=[C:6]([Br:18])[C:7]=1[O:8][CH2:9][C:10]1[CH:15]=[CH:14][C:13]([O:16][CH3:17])=[CH:12][CH:11]=1.O.[NH2:24][NH2:25].[Br:26][C:27]1[CH:28]=[C:29]([CH:33]=[CH:34][C:35]=1[Cl:36])[C:30](Cl)=[O:31].C(N(CC)CC)C. The catalyst is C(O)C.ClCCl. The product is [Br:26][C:27]1[CH:28]=[C:29]([C:30]([N:24]2[CH2:21][CH2:20][C:19]([C:4]3[CH:3]=[C:2]([Br:1])[C:7]([O:8][CH2:9][C:10]4[CH:15]=[CH:14][C:13]([O:16][CH3:17])=[CH:12][CH:11]=4)=[C:6]([Br:18])[CH:5]=3)=[N:25]2)=[O:31])[CH:33]=[CH:34][C:35]=1[Cl:36]. The yield is 0.350. (4) The reactants are CC1C=C(C)C=C(C)C=1S(O[C:14]1[C:19]([CH2:20][C:21]2[CH:26]=[CH:25][C:24]([O:27][CH2:28][CH2:29][O:30][CH2:31][CH2:32][C:33]([P:36]([O:41][CH2:42][CH3:43])([O:38][CH2:39][CH3:40])=[O:37])([F:35])[F:34])=[CH:23][C:22]=2[O:44][CH3:45])=[C:18]([CH3:46])[N:17]=[C:16]([NH2:47])[N:15]=1)(=O)=O.C(O)(C(F)(F)F)=O.[CH2:55]([NH2:60])[CH2:56][CH2:57][CH2:58][CH3:59]. The catalyst is CCOC(C)=O. The product is [NH2:47][C:16]1[N:17]=[C:18]([CH3:46])[C:19]([CH2:20][C:21]2[CH:26]=[CH:25][C:24]([O:27][CH2:28][CH2:29][O:30][CH2:31][CH2:32][C:33]([P:36](=[O:37])([O:38][CH2:39][CH3:40])[O:41][CH2:42][CH3:43])([F:35])[F:34])=[CH:23][C:22]=2[O:44][CH3:45])=[C:14]([NH:60][CH2:55][CH2:56][CH2:57][CH2:58][CH3:59])[N:15]=1. The yield is 0.760. (5) The reactants are [C:1]1([N:7]2[CH:12]=[CH:11][C:10]([CH2:13][C:14]3[N:15]=[N:16][NH:17][CH:18]=3)=[C:9]([O:19]C)[C:8]2=[O:21])[CH:6]=[CH:5][CH:4]=[CH:3][CH:2]=1.B(Br)(Br)Br.C(Cl)Cl. No catalyst specified. The product is [C:1]1([N:7]2[CH:12]=[CH:11][C:10]([CH2:13][C:14]3[N:15]=[N:16][NH:17][CH:18]=3)=[C:9]([OH:19])[C:8]2=[O:21])[CH:2]=[CH:3][CH:4]=[CH:5][CH:6]=1. The yield is 0.610.